This data is from NCI-60 drug combinations with 297,098 pairs across 59 cell lines. The task is: Regression. Given two drug SMILES strings and cell line genomic features, predict the synergy score measuring deviation from expected non-interaction effect. (1) Drug 1: C1=CC=C(C=C1)NC(=O)CCCCCCC(=O)NO. Drug 2: CN1C2=C(C=C(C=C2)N(CCCl)CCCl)N=C1CCCC(=O)O.Cl. Cell line: MCF7. Synergy scores: CSS=24.1, Synergy_ZIP=-4.19, Synergy_Bliss=1.27, Synergy_Loewe=-42.4, Synergy_HSA=0.419. (2) Drug 1: CC1OCC2C(O1)C(C(C(O2)OC3C4COC(=O)C4C(C5=CC6=C(C=C35)OCO6)C7=CC(=C(C(=C7)OC)O)OC)O)O. Drug 2: COCCOC1=C(C=C2C(=C1)C(=NC=N2)NC3=CC=CC(=C3)C#C)OCCOC. Cell line: SW-620. Synergy scores: CSS=66.2, Synergy_ZIP=8.51, Synergy_Bliss=6.81, Synergy_Loewe=1.51, Synergy_HSA=7.67. (3) Drug 1: CC1=C2C(C(=O)C3(C(CC4C(C3C(C(C2(C)C)(CC1OC(=O)C(C(C5=CC=CC=C5)NC(=O)OC(C)(C)C)O)O)OC(=O)C6=CC=CC=C6)(CO4)OC(=O)C)OC)C)OC. Drug 2: C(CCl)NC(=O)N(CCCl)N=O. Cell line: NCI-H226. Synergy scores: CSS=30.3, Synergy_ZIP=1.11, Synergy_Bliss=1.27, Synergy_Loewe=-8.04, Synergy_HSA=1.44.